From a dataset of Full USPTO retrosynthesis dataset with 1.9M reactions from patents (1976-2016). Predict the reactants needed to synthesize the given product. (1) The reactants are: [Br:1]N1C(=O)CCC1=O.[F:9][C:10]([F:19])([F:18])[C:11]1[C:12]([NH2:17])=[N:13][CH:14]=[CH:15][CH:16]=1. Given the product [Br:1][C:15]1[CH:16]=[C:11]([C:10]([F:9])([F:18])[F:19])[C:12]([NH2:17])=[N:13][CH:14]=1, predict the reactants needed to synthesize it. (2) Given the product [Si:12]([O:29][CH2:30][C:31]1[C:32]([N:47]2[CH2:48][C@H:49]([CH3:54])[O:50][C@H:51]([CH3:53])[CH2:52]2)=[C:33]([F:46])[C:34]([F:45])=[C:35]([C:37]([C:39]2[CH:44]=[CH:43][CH:42]=[CH:41][N:40]=2)=[O:38])[CH:36]=1)([C:25]([CH3:26])([CH3:27])[CH3:28])([C:13]1[CH:18]=[CH:17][CH:16]=[CH:15][CH:14]=1)[C:19]1[CH:20]=[CH:21][CH:22]=[CH:23][CH:24]=1, predict the reactants needed to synthesize it. The reactants are: C1C=C[NH+]=CC=1.[O-][Cr](Cl)(=O)=O.[Si:12]([O:29][CH2:30][C:31]1[C:32]([N:47]2[CH2:52][C@H:51]([CH3:53])[O:50][C@H:49]([CH3:54])[CH2:48]2)=[C:33]([F:46])[C:34]([F:45])=[C:35]([CH:37]([C:39]2[CH:44]=[CH:43][CH:42]=[CH:41][N:40]=2)[OH:38])[CH:36]=1)([C:25]([CH3:28])([CH3:27])[CH3:26])([C:19]1[CH:24]=[CH:23][CH:22]=[CH:21][CH:20]=1)[C:13]1[CH:18]=[CH:17][CH:16]=[CH:15][CH:14]=1. (3) Given the product [C:1]1([O:7][C:8](=[O:33])[N:9]([C:19]2[CH:24]=[C:23]([O:25][C:26]3[CH:27]=[CH:28][C:29]([NH:32][C:47]([C:44]4([C:42](=[O:43])[NH:41][C:38]5[CH:37]=[CH:36][C:35]([F:34])=[CH:40][CH:39]=5)[CH2:45][CH2:46]4)=[O:48])=[CH:30][CH:31]=3)[CH:22]=[CH:21][N:20]=2)[C:10]([O:12][C:13]2[CH:14]=[CH:15][CH:16]=[CH:17][CH:18]=2)=[O:11])[CH:6]=[CH:5][CH:4]=[CH:3][CH:2]=1, predict the reactants needed to synthesize it. The reactants are: [C:1]1([O:7][C:8](=[O:33])[N:9]([C:19]2[CH:24]=[C:23]([O:25][C:26]3[CH:31]=[CH:30][C:29]([NH2:32])=[CH:28][CH:27]=3)[CH:22]=[CH:21][N:20]=2)[C:10]([O:12][C:13]2[CH:18]=[CH:17][CH:16]=[CH:15][CH:14]=2)=[O:11])[CH:6]=[CH:5][CH:4]=[CH:3][CH:2]=1.[F:34][C:35]1[CH:40]=[CH:39][C:38]([NH:41][C:42]([C:44]2([C:47](O)=[O:48])[CH2:46][CH2:45]2)=[O:43])=[CH:37][CH:36]=1.C(N(CC)CC)C.F[P-](F)(F)(F)(F)F.N1(O[P+](N(C)C)(N(C)C)N(C)C)C2C=CC=CC=2N=N1. (4) Given the product [Cl:36][C:37]1[CH:38]=[C:39]([CH:42]=[CH:43][C:44]=1[O:45][C:46]([F:47])([F:48])[F:49])[CH2:40][N:10]([C:5]1[CH:6]=[C:7]([F:9])[CH:8]=[C:3]([C:1]#[N:2])[CH:4]=1)[C:11](=[O:14])[CH2:12][CH3:13], predict the reactants needed to synthesize it. The reactants are: [C:1]([C:3]1[CH:4]=[C:5]([NH:10][C:11](=[O:14])[CH2:12][CH3:13])[CH:6]=[C:7]([F:9])[CH:8]=1)#[N:2].O1C2C=CC(CNC3C=C(C=CC=3F)C#N)=CC=2OCC1.[Cl:36][C:37]1[CH:38]=[C:39]([CH:42]=[CH:43][C:44]=1[O:45][C:46]([F:49])([F:48])[F:47])[CH2:40]Br. (5) The reactants are: [CH3:1][CH:2]1[CH2:6][CH2:5][CH2:4][N:3]1[CH2:7][CH2:8][CH2:9][O:10][C:11]1[CH:16]=[CH:15][C:14]([C:17]2[S:18][C:19]3[CH2:24][CH2:23][CH2:22][N:21]([S:25]([N:28]4[CH2:33][CH2:32][O:31][CH2:30][CH2:29]4)(=[O:27])=[O:26])[C:20]=3[N:34]=2)=[CH:13][CH:12]=1.[C:35]([OH:40])(=[O:39])[C:36]([OH:38])=[O:37]. Given the product [C:35]([OH:40])(=[O:39])[C:36]([OH:38])=[O:37].[CH3:1][CH:2]1[CH2:6][CH2:5][CH2:4][N:3]1[CH2:7][CH2:8][CH2:9][O:10][C:11]1[CH:12]=[CH:13][C:14]([C:17]2[S:18][C:19]3[CH2:24][CH2:23][CH2:22][N:21]([S:25]([N:28]4[CH2:29][CH2:30][O:31][CH2:32][CH2:33]4)(=[O:27])=[O:26])[C:20]=3[N:34]=2)=[CH:15][CH:16]=1, predict the reactants needed to synthesize it. (6) The reactants are: [N:1]12[CH2:8][CH2:7][C:4]([C:9]([C:17]3[CH:22]=[CH:21][CH:20]=[CH:19][CH:18]=3)([C:11]3[CH:16]=[CH:15][CH:14]=[CH:13][CH:12]=3)O)([CH2:5][CH2:6]1)[CH2:3][CH2:2]2.[Al+3].[Cl-].[Cl-].[Cl-].[Si]([C:31]#[N:32])(C)(C)C.C([O-])([O-])=O.[K+].[K+]. Given the product [N:1]12[CH2:8][CH2:7][C:4]([C:9]([C:17]3[CH:22]=[CH:21][CH:20]=[CH:19][CH:18]=3)([C:11]3[CH:16]=[CH:15][CH:14]=[CH:13][CH:12]=3)[C:31]#[N:32])([CH2:5][CH2:6]1)[CH2:3][CH2:2]2, predict the reactants needed to synthesize it.